Dataset: Forward reaction prediction with 1.9M reactions from USPTO patents (1976-2016). Task: Predict the product of the given reaction. (1) Given the reactants [C:1]1([C:14]2[CH:19]=[CH:18][CH:17]=[CH:16][CH:15]=2)[CH:6]=[CH:5][C:4]([C:7](=[O:13])[CH2:8][CH2:9][CH2:10][CH:11]=[CH2:12])=[CH:3][CH:2]=1.O, predict the reaction product. The product is: [C:1]1([C:14]2[CH:15]=[CH:16][CH:17]=[CH:18][CH:19]=2)[CH:2]=[CH:3][C:4]([CH:7]([OH:13])[CH2:8][CH2:9][CH2:10][CH:11]=[CH2:12])=[CH:5][CH:6]=1. (2) Given the reactants [N+:1]([C:4]1[CH:10]=[CH:9][CH:8]=[CH:7][C:5]=1[NH2:6])([O-:3])=[O:2].C1(=O)O[CH:16]([O:17]C(C)(C)C)[O:15][C:13](=O)[CH2:12]1.[CH3:24]CCCCC.[C:30]([O:33][CH2:34][CH3:35])(=[O:32])[CH3:31], predict the reaction product. The product is: [CH2:34]([O:33][C:30](=[O:32])[C:31](=[CH:24][NH:6][C:5]1[CH:7]=[CH:8][CH:9]=[CH:10][C:4]=1[N+:1]([O-:3])=[O:2])[C:16]([O:15][CH2:13][CH3:12])=[O:17])[CH3:35].